From a dataset of Forward reaction prediction with 1.9M reactions from USPTO patents (1976-2016). Predict the product of the given reaction. (1) Given the reactants Br[C:2]1[CH:11]=[C:10]([CH3:12])[C:9]([C:13]#[N:14])=[CH:8][C:3]=1[C:4]([O:6][CH3:7])=[O:5].[CH:15]1(B(O)O)[CH2:17][CH2:16]1.C(=O)([O-])[O-].[K+].[K+], predict the reaction product. The product is: [C:13]([C:9]1[C:10]([CH3:12])=[CH:11][C:2]([CH:15]2[CH2:17][CH2:16]2)=[C:3]([CH:8]=1)[C:4]([O:6][CH3:7])=[O:5])#[N:14]. (2) Given the reactants [CH3:1][C:2]1([NH:6][C:7]([CH:9]2[CH2:14][CH2:13][N:12]([CH:15]3[CH2:18][C:17]4([CH2:22][CH2:21][N:20](C(OC(C)(C)C)=O)[CH2:19]4)[CH2:16]3)[CH2:11][CH2:10]2)=[O:8])[CH2:5][CH2:4][CH2:3]1.[C:30]([OH:36])([C:32]([F:35])([F:34])[F:33])=[O:31], predict the reaction product. The product is: [F:33][C:32]([F:35])([F:34])[C:30]([OH:36])=[O:31].[CH2:18]1[C:17]2([CH2:22][CH2:21][NH:20][CH2:19]2)[CH2:16][CH:15]1[N:12]1[CH2:11][CH2:10][CH:9]([C:7]([NH:6][C:2]2([CH3:1])[CH2:5][CH2:4][CH2:3]2)=[O:8])[CH2:14][CH2:13]1. (3) Given the reactants [Br:1][C:2]1[S:12][C:5]2[N:6]=[C:7]([CH3:11])[CH:8]=[C:9]([NH2:10])[C:4]=2[C:3]=1[C:13]1[CH:18]=[CH:17][CH:16]=[C:15]([O:19][CH3:20])[CH:14]=1.CC(C)([O-])C.[Na+].[Cl:27][C:28]1[CH:29]=[C:30]([S:34](Cl)(=[O:36])=[O:35])[CH:31]=[CH:32][CH:33]=1, predict the reaction product. The product is: [Br:1][C:2]1[S:12][C:5]2=[N:6][C:7]([CH3:11])=[CH:8][C:9]([NH:10][S:34]([C:30]3[CH:31]=[CH:32][CH:33]=[C:28]([Cl:27])[CH:29]=3)(=[O:36])=[O:35])=[C:4]2[C:3]=1[C:13]1[CH:18]=[CH:17][CH:16]=[C:15]([O:19][CH3:20])[CH:14]=1. (4) The product is: [Br:12][C:13]1[CH:22]=[CH:21][C:20]([NH:23][S:7]([C:1]2[CH:6]=[CH:5][CH:4]=[CH:3][CH:2]=2)(=[O:9])=[O:8])=[C:19]2[C:14]=1[CH:15]=[CH:16][CH:17]=[N:18]2. Given the reactants [C:1]1([S:7](Cl)(=[O:9])=[O:8])[CH:6]=[CH:5][CH:4]=[CH:3][CH:2]=1.Cl.[Br:12][C:13]1[CH:22]=[CH:21][C:20]([NH2:23])=[C:19]2[C:14]=1[CH:15]=[CH:16][CH:17]=[N:18]2.N1C=CC=CC=1.O, predict the reaction product.